This data is from Forward reaction prediction with 1.9M reactions from USPTO patents (1976-2016). The task is: Predict the product of the given reaction. (1) Given the reactants C1(COC([NH:11][CH:12]([CH3:63])[C:13]([O:15][CH2:16][CH2:17][CH2:18][NH:19][C:20]([CH:22]2[CH2:31][CH2:30][C:29]3[C:24](=[C:25]([CH2:60][CH2:61][CH3:62])[C:26]([O:32][CH2:33][CH2:34][CH2:35][O:36][C:37]4[CH:42]=[C:41]([O:43]CC5C=CC=CC=5)[C:40]([C:51]5[CH:56]=[CH:55][C:54]([F:57])=[CH:53][CH:52]=5)=[CH:39][C:38]=4[CH2:58][CH3:59])=[CH:27][CH:28]=3)[O:23]2)=[O:21])=[O:14])=O)C=CC=CC=1, predict the reaction product. The product is: [NH2:11][CH:12]([CH3:63])[C:13]([O:15][CH2:16][CH2:17][CH2:18][NH:19][C:20]([CH:22]1[CH2:31][CH2:30][C:29]2[C:24](=[C:25]([CH2:60][CH2:61][CH3:62])[C:26]([O:32][CH2:33][CH2:34][CH2:35][O:36][C:37]3[C:38]([CH2:58][CH3:59])=[CH:39][C:40]([C:51]4[CH:56]=[CH:55][C:54]([F:57])=[CH:53][CH:52]=4)=[C:41]([OH:43])[CH:42]=3)=[CH:27][CH:28]=2)[O:23]1)=[O:21])=[O:14]. (2) Given the reactants Cl[C:2]1[C:3](=[O:26])[N:4]([CH2:15][C:16]([O:18][CH2:19][C:20]2[CH:25]=[CH:24][CH:23]=[CH:22][CH:21]=2)=[O:17])[C:5]([C:9]2[CH:14]=[CH:13][CH:12]=[CH:11][CH:10]=2)=[C:6]([Cl:8])[N:7]=1.[CH2:27]([Sn](CC)(CC)CC)[CH3:28], predict the reaction product. The product is: [Cl:8][C:6]1[N:7]=[C:2]([CH2:27][CH3:28])[C:3](=[O:26])[N:4]([CH2:15][C:16]([O:18][CH2:19][C:20]2[CH:25]=[CH:24][CH:23]=[CH:22][CH:21]=2)=[O:17])[C:5]=1[C:9]1[CH:14]=[CH:13][CH:12]=[CH:11][CH:10]=1. (3) Given the reactants [CH3:1][O:2][C:3]1[CH:8]=[CH:7][C:6]([SH:9])=[CH:5][CH:4]=1.[Br:10][C:11]1[C:24]2[C:15](=[N:16][C:17]3[C:22]([C:23]=2Cl)=[CH:21][CH:20]=[C:19]([O:26][CH3:27])[CH:18]=3)[CH:14]=[CH:13][CH:12]=1.[H-].[Na+], predict the reaction product. The product is: [Br:10][C:11]1[C:24]2[C:15](=[N:16][C:17]3[C:22]([C:23]=2[S:9][C:6]2[CH:7]=[CH:8][C:3]([O:2][CH3:1])=[CH:4][CH:5]=2)=[CH:21][CH:20]=[C:19]([O:26][CH3:27])[CH:18]=3)[CH:14]=[CH:13][CH:12]=1. (4) Given the reactants [NH:1]1[C:9]2[C:4](=[CH:5][CH:6]=[CH:7][CH:8]=2)[C:3]([CH2:10][C@H:11]([NH:13][CH2:14][C:15]([F:18])([CH3:17])[CH3:16])[CH3:12])=[CH:2]1.[CH:19]([C:21]1[CH:26]=[CH:25][C:24](/[CH:27]=[CH:28]/[C:29]([O:31][CH3:32])=[O:30])=[CH:23][CH:22]=1)=O.C(O)(=O)C, predict the reaction product. The product is: [F:18][C:15]([CH3:17])([CH3:16])[CH2:14][N:13]1[C@H:11]([CH3:12])[CH2:10][C:3]2[C:4]3[C:9](=[CH:8][CH:7]=[CH:6][CH:5]=3)[NH:1][C:2]=2[C@H:19]1[C:21]1[CH:22]=[CH:23][C:24](/[CH:27]=[CH:28]/[C:29]([O:31][CH3:32])=[O:30])=[CH:25][CH:26]=1. (5) Given the reactants [CH2:1]([OH:4])[CH2:2][OH:3].N1C=CN=C1.[CH3:10][C:11]([Si:14](Cl)([C:21]1[CH:26]=[CH:25][CH:24]=[CH:23][CH:22]=1)[C:15]1[CH:20]=[CH:19][CH:18]=[CH:17][CH:16]=1)([CH3:13])[CH3:12], predict the reaction product. The product is: [Si:14]([O:3][CH2:2][CH2:1][OH:4])([C:11]([CH3:13])([CH3:12])[CH3:10])([C:21]1[CH:22]=[CH:23][CH:24]=[CH:25][CH:26]=1)[C:15]1[CH:20]=[CH:19][CH:18]=[CH:17][CH:16]=1. (6) Given the reactants [F:1][C:2]([F:15])([F:14])[C:3]1[CH:4]=[C:5](Br)[CH:6]=[C:7]([C:9]([F:12])([F:11])[F:10])[CH:8]=1.[CH3:16][C:17]([OH:21])([CH3:20])[C:18]#[CH:19], predict the reaction product. The product is: [CH3:16][C:17]([OH:21])([CH3:20])[C:18]#[C:19][C:5]1[CH:4]=[C:3]([C:2]([F:15])([F:14])[F:1])[CH:8]=[C:7]([C:9]([F:12])([F:11])[F:10])[CH:6]=1. (7) Given the reactants [CH3:1][O:2][C:3]1[CH:4]=[C:5]([CH:21]=[C:22]([O:24][CH3:25])[CH:23]=1)[CH2:6][NH:7][C:8]([C:10]12[CH2:19][CH:14]3[CH2:15][CH:16]([CH2:18][CH:12]([C:13]3=[O:20])[CH2:11]1)[CH2:17]2)=[O:9].[BH4-].[Na+], predict the reaction product. The product is: [CH3:25][O:24][C:22]1[CH:21]=[C:5]([CH:4]=[C:3]([O:2][CH3:1])[CH:23]=1)[CH2:6][NH:7][C:8]([C:10]12[CH2:19][CH:14]3[CH2:15][CH:16]([CH2:18][CH:12]([CH:13]3[OH:20])[CH2:11]1)[CH2:17]2)=[O:9]. (8) Given the reactants Br[CH:2]([CH2:6][CH2:7][CH2:8][CH2:9][CH2:10][CH2:11][CH3:12])[C:3]([OH:5])=[O:4].[OH-].[K+].CC(C)=[O:17], predict the reaction product. The product is: [OH:17][CH:2]([CH2:6][CH2:7][CH2:8][CH2:9][CH2:10][CH2:11][CH3:12])[C:3]([OH:5])=[O:4].